This data is from Full USPTO retrosynthesis dataset with 1.9M reactions from patents (1976-2016). The task is: Predict the reactants needed to synthesize the given product. (1) Given the product [CH2:25]([C:9]([C:4]1[CH:5]=[CH:6][C:7]([F:8])=[C:2](/[CH:27]=[CH:28]/[C:46]([O:49][C:38]([CH3:37])([CH3:39])[CH3:41])=[O:47])[CH:3]=1)=[C:10]([C:18]1[CH:23]=[CH:22][C:21]([OH:24])=[CH:20][CH:19]=1)[C:11]1[CH:16]=[CH:15][C:14]([OH:17])=[CH:13][CH:12]=1)[CH3:26], predict the reactants needed to synthesize it. The reactants are: Br[C:2]1[CH:3]=[C:4]([C:9]([CH2:25][CH3:26])=[C:10]([C:18]2[CH:23]=[CH:22][C:21]([OH:24])=[CH:20][CH:19]=2)[C:11]2[CH:16]=[CH:15][C:14]([OH:17])=[CH:13][CH:12]=2)[CH:5]=[CH:6][C:7]=1[F:8].[CH2:27](N(CC)CC)[CH3:28].C(O[C:37](=O)[CH:38]=[CH2:39])C.[CH3:41]N(C=O)C.[C:46]([O-:49])(O)=[O:47].[Na+]. (2) Given the product [N:7]1[CH:2]=[CH:3][CH:4]=[C:5]([C:8]([OH:10])=[O:9])[N:6]=1, predict the reactants needed to synthesize it. The reactants are: Cl[C:2]1[N:7]=[N:6][C:5]([C:8]([O:10]C)=[O:9])=[CH:4][CH:3]=1.OC(C)(C)C[C@@]1(C2C=CC=CC=2)OC(=O)N([C@H](C2C=CC(B3OC(C)(C)C(C)(C)O3)=CC=2)C)CC1.C([O-])(O)=O.[Na+]. (3) Given the product [N:25]1[CH:26]=[CH:27][N:28]=[CH:29][C:24]=1[C:2]1[CH:7]=[C:6]([O:8][CH2:9][C:10]2[CH:15]=[CH:14][CH:13]=[CH:12][N:11]=2)[N:5]=[C:4]2[CH2:16][CH2:17][CH2:18][C:3]=12, predict the reactants needed to synthesize it. The reactants are: Cl[C:2]1[CH:7]=[C:6]([O:8][CH2:9][C:10]2[CH:15]=[CH:14][CH:13]=[CH:12][N:11]=2)[N:5]=[C:4]2[CH2:16][CH2:17][CH2:18][C:3]=12.C([Sn](CCCC)(CCCC)[C:24]1[CH:29]=[N:28][CH:27]=[CH:26][N:25]=1)CCC.CN(C=O)C. (4) Given the product [CH3:19][O:20][C:21]([CH:23]1[CH2:27][CH:26]([NH:28][C:47]([C:44]2[CH:45]=[CH:46][C:40]3[S:39][CH2:38][C:37](=[O:36])[NH:42][C:41]=3[CH:43]=2)=[O:48])[CH2:25][N:24]1[CH2:2][CH:3]1[CH2:16][C:15]2[C:14]3[C:9](=[CH:10][CH:11]=[C:12]([O:17][CH3:18])[CH:13]=3)[N:8]=[CH:7][C:6]=2[S:5][CH2:4]1)=[O:22], predict the reactants needed to synthesize it. The reactants are: Br[CH2:2][CH:3]1[CH2:16][C:15]2[C:14]3[C:9](=[CH:10][CH:11]=[C:12]([O:17][CH3:18])[CH:13]=3)[N:8]=[CH:7][C:6]=2[S:5][CH2:4]1.[CH3:19][O:20][C:21]([CH:23]1[CH2:27][CH:26]([NH2:28])[CH2:25][N:24]1C(OC(C)(C)C)=O)=[O:22].[O:36]=[C:37]1[NH:42][C:41]2[CH:43]=[C:44]([C:47](O)=[O:48])[CH:45]=[CH:46][C:40]=2[S:39][CH2:38]1. (5) Given the product [CH2:21]([O:28][NH:29][CH:15]1[CH2:14][CH2:13][CH2:12][C:11]2[N:10]=[C:9]([O:8][CH2:1][C:2]3[CH:7]=[CH:6][CH:5]=[CH:4][CH:3]=3)[CH:18]=[CH:17][C:16]1=2)[C:22]1[CH:27]=[CH:26][CH:25]=[CH:24][CH:23]=1, predict the reactants needed to synthesize it. The reactants are: [CH2:1]([O:8][C:9]1[CH:18]=[CH:17][C:16]2[C:15](=O)[CH2:14][CH2:13][CH2:12][C:11]=2[N:10]=1)[C:2]1[CH:7]=[CH:6][CH:5]=[CH:4][CH:3]=1.Cl.[CH2:21]([O:28][NH2:29])[C:22]1[CH:27]=[CH:26][CH:25]=[CH:24][CH:23]=1.